This data is from Full USPTO retrosynthesis dataset with 1.9M reactions from patents (1976-2016). The task is: Predict the reactants needed to synthesize the given product. (1) Given the product [N:1]1[N:2]=[C:3]([S:10][C:11]2[CH:12]=[CH:13][C:14]3[N:15]([CH:19]=[C:20]([NH:22][C:23]([CH:25]4[CH2:27][CH2:26]4)=[O:24])[N:17]=3)[N:16]=2)[N:4]2[CH:9]=[CH:8][CH:7]=[CH:6][C:5]=12, predict the reactants needed to synthesize it. The reactants are: [N:1]1[N:2]=[C:3]([S:10][C:11]2[N:16]=[N:15][C:14]([NH2:17])=[CH:13][CH:12]=2)[N:4]2[CH:9]=[CH:8][CH:7]=[CH:6][C:5]=12.Br[CH2:19][C:20]([NH:22][C:23]([CH:25]1[CH2:27][CH2:26]1)=[O:24])=O.P([O-])([O-])(O)=O.[K+].[K+].[I-].[K+]. (2) Given the product [CH2:33]([O:37][C:38]1[N:46]=[C:45]2[C:41]([N:42]=[C:43]([O:47][CH3:48])[N:44]2[CH2:51][CH2:52][CH2:53][CH2:54][CH:55]2[CH2:60][CH2:59][O:58][CH2:57][CH2:56]2)=[C:40]([NH2:49])[N:39]=1)[CH2:34][CH2:35][CH3:36], predict the reactants needed to synthesize it. The reactants are: C(NC1N=C2C(N=C(OC)N2CCCC2CCOC2)=C(N)N=1)CCC.FC(F)(F)C(O)=O.[CH2:33]([O:37][C:38]1[NH:39][C:40]([NH2:49])=[C:41]2[C:45]([N:46]=1)=[N:44][C:43]([O:47][CH3:48])=[N:42]2)[CH2:34][CH2:35][CH3:36].Br[CH2:51][CH2:52][CH2:53][CH2:54][CH:55]1[CH2:60][CH2:59][O:58][CH2:57][CH2:56]1. (3) Given the product [CH3:5][C:3]1[CH2:2][C:1](=[O:7])[N:16]([C:10]2[CH:15]=[CH:14][CH:13]=[CH:12][CH:11]=2)[N:17]=1, predict the reactants needed to synthesize it. The reactants are: [C:1]([O:7]CC)(=O)[CH2:2][C:3]([CH3:5])=O.[C:10]1([NH:16][NH2:17])[CH:15]=[CH:14][CH:13]=[CH:12][CH:11]=1. (4) Given the product [Cl:18][C:16]1[CH:15]=[C:14]([S:19]([NH:1][C:2]2[CH:3]=[C:4]3[C:8](=[CH:9][CH:10]=2)[NH:7][CH:6]=[CH:5]3)(=[O:20])=[O:21])[CH:13]=[C:12]([Cl:11])[CH:17]=1, predict the reactants needed to synthesize it. The reactants are: [NH2:1][C:2]1[CH:3]=[C:4]2[C:8](=[CH:9][CH:10]=1)[NH:7][CH:6]=[CH:5]2.[Cl:11][C:12]1[CH:13]=[C:14]([S:19](Cl)(=[O:21])=[O:20])[CH:15]=[C:16]([Cl:18])[CH:17]=1.O.C(OCC)(=O)C. (5) The reactants are: [F:1][C:2]1[CH:3]=[C:4]([CH2:9][C@H:10]([NH:24][S@@](C(C)(C)C)=O)[C:11]2[N:12]([C:16]3[CH:21]=[CH:20][C:19]([O:22][CH3:23])=[CH:18][CH:17]=3)[CH:13]=[CH:14][N:15]=2)[CH:5]=[C:6]([F:8])[CH:7]=1.Cl. Given the product [F:1][C:2]1[CH:3]=[C:4]([CH2:9][C@@H:10]([C:11]2[N:12]([C:16]3[CH:21]=[CH:20][C:19]([O:22][CH3:23])=[CH:18][CH:17]=3)[CH:13]=[CH:14][N:15]=2)[NH2:24])[CH:5]=[C:6]([F:8])[CH:7]=1, predict the reactants needed to synthesize it. (6) Given the product [N:5]1([C:8]([O:10][C:11]([CH3:14])([CH3:13])[CH3:12])=[O:9])[CH2:6][CH2:7][CH:2]=[C:3]([C:15]([O:17][CH3:18])=[O:16])[CH2:4]1, predict the reactants needed to synthesize it. The reactants are: O[CH:2]1[CH2:7][CH2:6][N:5]([C:8]([O:10][C:11]([CH3:14])([CH3:13])[CH3:12])=[O:9])[CH2:4][CH:3]1[C:15]([O:17][CH3:18])=[O:16].C(N(CC)CC)C.FC(F)(F)C(OC(=O)C(F)(F)F)=O.